From a dataset of Full USPTO retrosynthesis dataset with 1.9M reactions from patents (1976-2016). Predict the reactants needed to synthesize the given product. (1) Given the product [ClH:34].[Br:1][C:2]1[CH:7]=[CH:6][C:5]2[NH:8][C:35](=[O:37])[N:9]([CH:10]3[CH2:15][CH2:14][N:13]([C@H:16]4[CH2:21][CH2:20][C@H:19]([O:22][CH2:23][CH3:24])[CH2:18][CH2:17]4)[CH2:12][CH2:11]3)[C:4]=2[CH:3]=1, predict the reactants needed to synthesize it. The reactants are: [Br:1][C:2]1[CH:3]=[C:4]([NH:9][CH:10]2[CH2:15][CH2:14][N:13]([C@H:16]3[CH2:21][CH2:20][C@H:19]([O:22][CH2:23][CH3:24])[CH2:18][CH2:17]3)[CH2:12][CH2:11]2)[C:5]([NH2:8])=[CH:6][CH:7]=1.C(N(C(C)C)CC)(C)C.[Cl:34][C:35](Cl)([O:37]C(=O)OC(Cl)(Cl)Cl)Cl. (2) Given the product [Cl:13][C:5]1[CH:4]2[CH:9]([CH:10]=[CH:11][C:2]([N:15]([CH3:14])[CH2:16][C:17]3[CH:26]=[N:25][C:24]4[N:23]([CH3:27])[CH2:22][CH2:21][O:20][C:19]=4[CH:18]=3)=[CH:3]2)[C:8](=[O:12])[NH:7][N:6]=1, predict the reactants needed to synthesize it. The reactants are: Br[C:2]1[CH:3]=[C:4]2[C:9](=[CH:10][CH:11]=1)[C:8](=[O:12])[NH:7][N:6]=[C:5]2[Cl:13].[CH3:14][NH:15][CH2:16][C:17]1[CH:26]=[N:25][C:24]2[N:23]([CH3:27])[CH2:22][CH2:21][O:20][C:19]=2[CH:18]=1.CC1(C)C2C(=C(P(C3C=CC=CC=3)C3C=CC=CC=3)C=CC=2)OC2C(P(C3C=CC=CC=3)C3C=CC=CC=3)=CC=CC1=2.CC([O-])(C)C.[Na+].